Dataset: Forward reaction prediction with 1.9M reactions from USPTO patents (1976-2016). Task: Predict the product of the given reaction. (1) Given the reactants [S:1]1[CH:5]=[CH:4][C:3](B(O)O)=[CH:2]1.[Cl:9][C:10]1[CH:15]=[C:14](Cl)[N:13]=[CH:12][N:11]=1.C(=O)([O-])[O-].[Na+].[Na+], predict the reaction product. The product is: [Cl:9][C:10]1[CH:15]=[C:14]([C:3]2[CH:4]=[CH:5][S:1][CH:2]=2)[N:13]=[CH:12][N:11]=1. (2) Given the reactants [Cl:1][C:2]1[CH:3]=[CH:4][C:5]([O:18][CH3:19])=[C:6]([S:8][C:9]2[CH:17]=[CH:16][C:12]([C:13](O)=[O:14])=[CH:11][CH:10]=2)[CH:7]=1.Cl.[CH3:21][N:22](C)CCCN=C=NCC.ON1C2C=CC=CC=2N=N1.C(N(CC)C(C)C)(C)C.CN, predict the reaction product. The product is: [Cl:1][C:2]1[CH:3]=[CH:4][C:5]([O:18][CH3:19])=[C:6]([S:8][C:9]2[CH:17]=[CH:16][C:12]([C:13]([NH:22][CH3:21])=[O:14])=[CH:11][CH:10]=2)[CH:7]=1. (3) Given the reactants C([O:3][C:4](=[O:22])[C:5]1[C:10]([O:11][C:12]2[CH:17]=[C:16]([Cl:18])[CH:15]=[CH:14][C:13]=2[Cl:19])=[CH:9][C:8]([CH3:20])=[N:7][C:6]=1[Cl:21])C.O.O.[OH-].[Li+:26], predict the reaction product. The product is: [Cl:21][C:6]1[N:7]=[C:8]([CH3:20])[CH:9]=[C:10]([O:11][C:12]2[CH:17]=[C:16]([Cl:18])[CH:15]=[CH:14][C:13]=2[Cl:19])[C:5]=1[C:4]([O-:22])=[O:3].[Li+:26].